This data is from Reaction yield outcomes from USPTO patents with 853,638 reactions. The task is: Predict the reaction yield, written as a fraction of the theoretical maximum amount of product (1.0 means a 100% yield; for example, 0.34 means a 34% yield). The reactants are [OH-].[K+].[C:3]([O:7][C@@H:8]([C:15]1[C:16]([CH3:47])=[N:17][C:18]([CH3:46])=[C:19]([C:30]2[CH:35]=[CH:34][C:33]([O:36][CH2:37][CH2:38][C:39]3[CH:44]=[CH:43][C:42]([F:45])=[CH:41][CH:40]=3)=[CH:32][CH:31]=2)[C:20]=1[N:21]1[CH2:26][CH2:25][C:24](=[C:27]([CH3:29])[CH3:28])[CH2:23][CH2:22]1)[C:9]([O:11]C(C)C)=[O:10])([CH3:6])([CH3:5])[CH3:4].Cl. The catalyst is C(O)C. The product is [C:3]([O:7][C@@H:8]([C:15]1[C:16]([CH3:47])=[N:17][C:18]([CH3:46])=[C:19]([C:30]2[CH:31]=[CH:32][C:33]([O:36][CH2:37][CH2:38][C:39]3[CH:44]=[CH:43][C:42]([F:45])=[CH:41][CH:40]=3)=[CH:34][CH:35]=2)[C:20]=1[N:21]1[CH2:26][CH2:25][C:24](=[C:27]([CH3:29])[CH3:28])[CH2:23][CH2:22]1)[C:9]([OH:11])=[O:10])([CH3:6])([CH3:4])[CH3:5]. The yield is 0.700.